This data is from Experimentally validated miRNA-target interactions with 360,000+ pairs, plus equal number of negative samples. The task is: Binary Classification. Given a miRNA mature sequence and a target amino acid sequence, predict their likelihood of interaction. (1) The miRNA is hsa-miR-20a-3p with sequence ACUGCAUUAUGAGCACUUAAAG. The protein sequence of the target gene is MAVQESAAQLSMTLKVQEYPTLKVPYETLNKRFRAAQKNIDRETSHVTMVVAELEKTLSGCPAVDSVVSLLDGVVEKLSVLKRKAVESIQAEDESAKLCKRRIEHLKEHSSDQPAAASVWKRKRMDRMMVEHLLRCGYYNTAVKLARQSGIEDLVNIEMFLTAKEVEESLERRETATCLAWCHDNKSRLRKMKSCLEFSLRIQEFIELIRQNKRLDAVRHARKHFSQAEGSQLDEVRQAMGMLAFPPDTHISPYKDLLDPARWRMLIQQFRYDNYRLHQLGNNSVFTLTLQAGLSAIKTP.... Result: 0 (no interaction). (2) The miRNA is mmu-miR-5099 with sequence UUAGAUCGAUGUGGUGCUCC. The protein sequence of the target gene is MEPRALVTALSLGLSLCSLGLLVTAIFTDHWYETDPRRHKESCERSRAGADPPDQKNRLMPLSHLPLRDSPPLGRRLLPGGPGRSDPESWRSLLGLGGLDAECGRPLFATYSGLWRKCYFLGIDRDIDTLILKGIAQRCTAIKYHFSQPIRLRNIPFNLTKTIQQDEWHLLHLRRITAGFLGMAVAVLLCGCIVATVSFFWEESLTQHVAGLLFLMTGIFCTISLCTYAASVSYDLNRVPKLIYSLPHDVEHGYSWSIFCAWCSLGFIVAAGGLCIAYPFISRTKIAHLKSGRDSTV. Result: 0 (no interaction). (3) The protein sequence of the target gene is MDGQTLRKAERSWSCSREKKEGYAKDMVTDFDEKHDEYLILLQQRNRILKHLKSKDPVQLRLEHLEQGFSVYVNGANSELKSSPRKAIHSDFSRSASHTEGTHDYGRRTLFREAEEALRRSSRTAPSKVQRRGWHQKSVQIRTEAGPRLHIEPPVDYSDDFELCGDVTLQANNTSEDRPQELRRSLELSVNLQRKQKDCSSDEYDSIEEDILSEPEPEDPALVGHPRHDRPPSSGDWTQKDVHGEQETEGRSSPGPDTLVVLEFNPASKSHKRERNLSAKRKDNAEVFVPTKPEPNLTPQ.... The miRNA is hsa-miR-6734-3p with sequence CCCUUCCCUCACUCUUCUCUCAG. Result: 0 (no interaction). (4) The miRNA is hsa-miR-511-3p with sequence AAUGUGUAGCAAAAGACAGA. The protein sequence of the target gene is MAAAIASGLIRQKRQAREQHWDRPSASRRRSSPSKNRGLCNGNLVDIFSKVRIFGLKKRRLRRQDPQLKGIVTRLYCRQGYYLQMHPDGALDGTKDDSTNSTLFNLIPVGLRVVAIQGVKTGLYIAMNGEGYLYPSELFTPECKFKESVFENYYVIYSSMLYRQQESGRAWFLGLNKEGQAMKGNRVKKTKPAAHFLPKPLEVAMYREPSLHDVGETVPKPGVTPSKSTSASAIMNGGKPVNKSKTT. Result: 1 (interaction). (5) The miRNA is mmu-miR-7214-5p with sequence UGUUUUCUGGGUUGGAAUGAGAA. The protein sequence of the target gene is MIEMAAEKEPFLVPAPPPPLKDESGGGGGPEVQSHQEAASGELRDGTEHGPGPRAHSAGAAASGGGGPQAQAHGEPHGRAAAPADVGEERRGGGGTDLGPPAPPRPRNGYQPHRPPGGGGGKRRNSCNVGGGSGGSFKHPAFKRRRRVNSDCDSVLPSNFLLGGNIFDPLNLNSLLDEEVSRALNAETPKSSPLPAKGRDPVEILIPKDITDPLSLNTCTDEAHVVLASPLKIGRKRHRHRGPHHQQQQQASGGNDSNAAVLPTDPLTPSLHGEGATQQQQNRGQNRDAPQPYELNTAIN.... Result: 0 (no interaction).